From a dataset of Catalyst prediction with 721,799 reactions and 888 catalyst types from USPTO. Predict which catalyst facilitates the given reaction. (1) Reactant: [OH:1][CH2:2][C:3]1[CH:8]=[C:7]([O:9][CH3:10])[C:6]([OH:11])=[C:5]([O:12][CH3:13])[CH:4]=1.C1CCN2C(=NCCC2)CC1.[CH2:25]([O:27][C:28](=[O:34])[CH2:29][CH2:30][CH2:31][CH2:32]Br)[CH3:26].O. Product: [OH:1][CH2:2][C:3]1[CH:4]=[C:5]([O:12][CH3:13])[C:6]([O:11][CH2:32][CH2:31][CH2:30][CH2:29][C:28]([O:27][CH2:25][CH3:26])=[O:34])=[C:7]([O:9][CH3:10])[CH:8]=1. The catalyst class is: 16. (2) The catalyst class is: 2. Reactant: C(OC(=O)[NH:7][C:8]1[N:13]=[CH:12][C:11]([C:14]2[N:15]=[C:16]([N:38]3[CH2:43][CH2:42][O:41][CH2:40][CH2:39]3)[C:17]3[N:23]=[CH:22][C:21]([C:24]4[O:25][C:26]([C:29]([N:31]5[CH2:36][CH2:35][N:34]([CH3:37])[CH2:33][CH2:32]5)=[O:30])=[CH:27][CH:28]=4)=[CH:20][C:18]=3[N:19]=2)=[CH:10][N:9]=1)(C)(C)C.FC(F)(F)C(O)=O.C(=O)(O)[O-].[Na+]. Product: [NH2:7][C:8]1[N:13]=[CH:12][C:11]([C:14]2[N:15]=[C:16]([N:38]3[CH2:43][CH2:42][O:41][CH2:40][CH2:39]3)[C:17]3[N:23]=[CH:22][C:21]([C:24]4[O:25][C:26]([C:29]([N:31]5[CH2:32][CH2:33][N:34]([CH3:37])[CH2:35][CH2:36]5)=[O:30])=[CH:27][CH:28]=4)=[CH:20][C:18]=3[N:19]=2)=[CH:10][N:9]=1. (3) Reactant: C[O:2][C:3](=[O:29])[C:4]1[CH:9]=[CH:8][C:7]([C:10]2[C:15]([C:16]#[C:17][C:18]3[CH:19]=[N:20][C:21]([CH3:24])=[CH:22][CH:23]=3)=[C:14]([CH2:25][CH3:26])[N:13]=[C:12]([NH2:27])[N:11]=2)=[CH:6][C:5]=1[F:28]. Product: [NH2:27][C:12]1[N:11]=[C:10]([C:7]2[CH:8]=[CH:9][C:4]([C:3]([OH:29])=[O:2])=[C:5]([F:28])[CH:6]=2)[C:15]([C:16]#[C:17][C:18]2[CH:19]=[N:20][C:21]([CH3:24])=[CH:22][CH:23]=2)=[C:14]([CH2:25][CH3:26])[N:13]=1. The catalyst class is: 1. (4) The catalyst class is: 3. Product: [CH2:26]([N:14]1[CH:15]=[CH:16][CH:17]=[C:12]([C:4]2[CH:5]=[CH:6][C:7]([N+:9]([O-:11])=[O:10])=[CH:8][C:3]=2[O:2][CH3:1])[C:13]1=[O:18])[CH3:27]. Reactant: [CH3:1][O:2][C:3]1[CH:8]=[C:7]([N+:9]([O-:11])=[O:10])[CH:6]=[CH:5][C:4]=1[C:12]1[C:13](=[O:18])[NH:14][CH:15]=[CH:16][CH:17]=1.C(=O)([O-])[O-].[K+].[K+].I[CH2:26][CH3:27].O. (5) Reactant: C(OC(=O)[NH:7][C@@H:8]([C:10]1[O:11][CH:12]=[C:13]([CH2:15][OH:16])[N:14]=1)[CH3:9])(C)(C)C.[F:18][C:19]([F:24])([F:23])[C:20]([OH:22])=[O:21]. Product: [F:18][C:19]([F:24])([F:23])[C:20]([OH:22])=[O:21].[NH2:7][C@@H:8]([C:10]1[O:11][CH:12]=[C:13]([CH2:15][OH:16])[N:14]=1)[CH3:9]. The catalyst class is: 4. (6) Reactant: C([O:3][C:4](=O)[CH:5]=[C:6]1[C:22]2([CH3:23])[CH:9]([CH:10]3[CH:19]([CH2:20][CH2:21]2)[C:18]2[CH:17]=[C:16]([CH2:24][CH3:25])[C:15]([O:26][CH2:27][C:28]4[CH:33]=[CH:32][CH:31]=[CH:30][CH:29]=4)=[CH:14][C:13]=2[CH2:12][CH2:11]3)[CH2:8][CH2:7]1)C.[H-].[H-].[H-].[H-].[Li+].[Al+3]. Product: [CH2:27]([O:26][C:15]1[C:16]([CH2:24][CH3:25])=[CH:17][C:18]2[CH:19]3[CH:10]([CH2:11][CH2:12][C:13]=2[CH:14]=1)[CH:9]1[C:22]([CH3:23])([C:6](=[CH:5][CH2:4][OH:3])[CH2:7][CH2:8]1)[CH2:21][CH2:20]3)[C:28]1[CH:29]=[CH:30][CH:31]=[CH:32][CH:33]=1. The catalyst class is: 1.